From a dataset of Full USPTO retrosynthesis dataset with 1.9M reactions from patents (1976-2016). Predict the reactants needed to synthesize the given product. (1) Given the product [C:16]1([NH:15][C:6]2[C:5]([C:4](=[O:22])[CH2:24][CH3:25])=[CH:10][CH:9]=[C:8]([C:11]([F:12])([F:13])[F:14])[N:7]=2)[CH:17]=[CH:18][CH:19]=[CH:20][CH:21]=1, predict the reactants needed to synthesize it. The reactants are: CON(C)[C:4](=[O:22])[C:5]1[CH:10]=[CH:9][C:8]([C:11]([F:14])([F:13])[F:12])=[N:7][C:6]=1[NH:15][C:16]1[CH:21]=[CH:20][CH:19]=[CH:18][CH:17]=1.[CH2:24]([Mg]Br)[CH3:25]. (2) Given the product [O:4]1[C:8]2[CH:9]=[CH:10][CH:11]=[CH:12][C:7]=2[C:6]([CH2:13][S:14]([NH:1][OH:2])(=[O:16])=[O:15])=[N:5]1, predict the reactants needed to synthesize it. The reactants are: [NH2:1][OH:2].O.[O:4]1[C:8]2[CH:9]=[CH:10][CH:11]=[CH:12][C:7]=2[C:6]([CH2:13][S:14](Cl)(=[O:16])=[O:15])=[N:5]1.S(Cl)(Cl)(=O)=O. (3) Given the product [F:1][C:2]([F:7])([F:6])[C:3]([OH:5])=[O:4].[CH2:119]([O:121][C:122]([C:124]1[CH:125]=[CH:126][C:127]([N:130]2[CH2:135][CH2:134][CH:133]([NH:136][C:137]([NH:8][C@@H:9]3[CH2:13][CH2:12][N:11]([C:14]4[N:22]=[C:21]5[C:17]([N:18]=[CH:19][N:20]5[C@@H:23]5[CH2:27][C@H:26]([N:28]6[CH:32]=[C:31]([CH2:33][OH:34])[CH:30]=[N:29]6)[C@@H:25]([OH:35])[C@H:24]5[OH:36])=[C:16]([NH:37][CH2:38][CH:39]([C:46]5[CH:47]=[CH:48][CH:49]=[CH:50][CH:51]=5)[C:40]5[CH:41]=[CH:42][CH:43]=[CH:44][CH:45]=5)[N:15]=4)[CH2:10]3)=[O:138])[CH2:132][CH2:131]2)=[N:128][CH:129]=1)=[O:123])[CH3:120], predict the reactants needed to synthesize it. The reactants are: [F:1][C:2]([F:7])([F:6])[C:3]([OH:5])=[O:4].[NH2:8][C@@H:9]1[CH2:13][CH2:12][N:11]([C:14]2[N:22]=[C:21]3[C:17]([N:18]=[CH:19][N:20]3[C@@H:23]3[CH2:27][C@H:26]([N:28]4[CH:32]=[C:31]([CH2:33][OH:34])[CH:30]=[N:29]4)[C@@H:25]([OH:35])[C@H:24]3[OH:36])=[C:16]([NH:37][CH2:38][CH:39]([C:46]3[CH:51]=[CH:50][CH:49]=[CH:48][CH:47]=3)[C:40]3[CH:45]=[CH:44][CH:43]=[CH:42][CH:41]=3)[N:15]=2)[CH2:10]1.FC(F)(F)C(O)=O.O[C@@H]1[C@H](O)[C@@H](N2C=C(C)C=N2)C[C@H]1N1C=NC2C1=NC(NC1CCC(NC(NC3CCN(C4C=CC=CN=4)CC3)=O)CC1)=NC=2NCC(C1C=CC=CC=1)C1C=CC=CC=1.[CH2:119]([O:121][C:122]([C:124]1[CH:125]=[CH:126][C:127]([N:130]2[CH2:135][CH2:134][CH:133]([NH:136][C:137](N3C=CN=C3)=[O:138])[CH2:132][CH2:131]2)=[N:128][CH:129]=1)=[O:123])[CH3:120].